Dataset: Reaction yield outcomes from USPTO patents with 853,638 reactions. Task: Predict the reaction yield, written as a fraction of the theoretical maximum amount of product (1.0 means a 100% yield; for example, 0.34 means a 34% yield). (1) The reactants are [CH3:1][NH:2][CH2:3][C:4]1[CH:9]=[CH:8][CH:7]=[CH:6][CH:5]=1.C(N(CC)CC)C.[N+:17]([C:20]1[CH:21]=[C:22]([CH:26]=[CH:27][CH:28]=1)[C:23](Cl)=[O:24])([O-:19])=[O:18]. The catalyst is C1COCC1.C(OCC)(=O)C. The product is [CH2:3]([N:2]([CH3:1])[C:23](=[O:24])[C:22]1[CH:26]=[CH:27][CH:28]=[C:20]([N+:17]([O-:19])=[O:18])[CH:21]=1)[C:4]1[CH:9]=[CH:8][CH:7]=[CH:6][CH:5]=1. The yield is 0.270. (2) The reactants are [F:1][C:2]1[CH:3]=[C:4]([C@@H:9]2[CH2:13][NH:12][CH2:11][C@H:10]2[NH:14][C:15](=[O:21])[O:16][C:17]([CH3:20])([CH3:19])[CH3:18])[CH:5]=[CH:6][C:7]=1[F:8].[F:22][C:23]([F:28])([F:27])[C@@H:24]1[CH2:26][O:25]1.CCN(C(C)C)C(C)C.[CH3:38][S:39](Cl)(=[O:41])=[O:40]. The catalyst is CN(C=O)C. The product is [CH3:38][S:39]([O:25][C@@H:24]([CH2:26][N:12]1[CH2:13][C@@H:9]([C:4]2[CH:5]=[CH:6][C:7]([F:8])=[C:2]([F:1])[CH:3]=2)[C@H:10]([NH:14][C:15]([O:16][C:17]([CH3:18])([CH3:20])[CH3:19])=[O:21])[CH2:11]1)[C:23]([F:28])([F:27])[F:22])(=[O:41])=[O:40]. The yield is 0.729. (3) The reactants are [CH2:1]([O:8][CH2:9][CH:10]([OH:20])[CH2:11][O:12][CH2:13][C:14]1[CH:19]=[CH:18][CH:17]=[CH:16][CH:15]=1)[C:2]1[CH:7]=[CH:6][CH:5]=[CH:4][CH:3]=1.C(N(CC)CC)C.[C:28](Cl)(=[O:32])[C:29]([CH3:31])=[CH2:30]. The catalyst is ClCCl. The product is [C:28]([O:20][CH:10]([CH2:9][O:8][CH2:1][C:2]1[CH:3]=[CH:4][CH:5]=[CH:6][CH:7]=1)[CH2:11][O:12][CH2:13][C:14]1[CH:19]=[CH:18][CH:17]=[CH:16][CH:15]=1)(=[O:32])[C:29]([CH3:31])=[CH2:30]. The yield is 0.810. (4) The reactants are Br[CH2:2][C:3]1[NH:8][C:7]([C:9]2[S:10][CH:11]=[N:12][N:13]=2)=[N:6][CH:5]([C:14]2[CH:19]=[CH:18][C:17]([F:20])=[CH:16][C:15]=2[Cl:21])[C:4]=1[C:22]([O:24][CH2:25][CH3:26])=[O:23].Cl.[NH:28]1[CH2:33][CH2:32][O:31][CH:30]([C:34]([OH:36])=[O:35])[CH2:29]1. No catalyst specified. The product is [Cl:21][C:15]1[CH:16]=[C:17]([F:20])[CH:18]=[CH:19][C:14]=1[CH:5]1[N:6]=[C:7]([C:9]2[S:10][CH:11]=[N:12][N:13]=2)[NH:8][C:3]([CH2:2][N:28]2[CH2:33][CH2:32][O:31][CH:30]([C:34]([OH:36])=[O:35])[CH2:29]2)=[C:4]1[C:22]([O:24][CH2:25][CH3:26])=[O:23]. The yield is 0.560. (5) The yield is 0.740. The reactants are [Cl:1][C:2]1[C:6]([NH:7][C:8](=[O:10])[CH3:9])=[CH:5][N:4]([C:11]2[CH:12]=[N:13][CH:14]=[CH:15][CH:16]=2)[N:3]=1.O1CC[CH2:19][CH2:18]1.CC(C)([O-])C.[Na+].BrCC. The catalyst is C(OCC)(=O)C.O.ClCCl. The product is [Cl:1][C:2]1[C:6]([N:7]([CH2:18][CH3:19])[C:8](=[O:10])[CH3:9])=[CH:5][N:4]([C:11]2[CH:12]=[N:13][CH:14]=[CH:15][CH:16]=2)[N:3]=1. (6) The reactants are [CH2:1]([O:5][C:6]1[CH:10]=[CH:9][NH:8][N:7]=1)[CH:2]([CH3:4])[CH3:3].CN(C=O)C.[H-].[Na+].[Cl:18][C:19]1[C:24]([C:25]([O:27][C:28]([CH3:31])([CH3:30])[CH3:29])=[O:26])=[CH:23][CH:22]=[C:21](Cl)[N:20]=1. The catalyst is C(OCC)(=O)C.O.ClCCl. The product is [Cl:18][C:19]1[C:24]([C:25]([O:27][C:28]([CH3:31])([CH3:30])[CH3:29])=[O:26])=[CH:23][CH:22]=[C:21]([N:8]2[CH:9]=[CH:10][C:6]([O:5][CH2:1][CH:2]([CH3:4])[CH3:3])=[N:7]2)[N:20]=1. The yield is 0.264. (7) The reactants are [CH3:1][C:2]([O:5][C:6]([N:8]1[CH2:12][C@@H:11]([CH:13]2[CH2:18][CH2:17][N:16]([S:19]([CH3:22])(=[O:21])=[O:20])[CH2:15][CH2:14]2)[CH2:10][C@H:9]1[C:23]([O:25]C)=[O:24])=[O:7])([CH3:4])[CH3:3].[OH-].[Li+]. The catalyst is O1CCCC1.O. The product is [CH3:4][C:2]([O:5][C:6]([N:8]1[CH2:12][C@@H:11]([CH:13]2[CH2:18][CH2:17][N:16]([S:19]([CH3:22])(=[O:20])=[O:21])[CH2:15][CH2:14]2)[CH2:10][C@H:9]1[C:23]([OH:25])=[O:24])=[O:7])([CH3:1])[CH3:3]. The yield is 0.850. (8) The reactants are OC(C(F)(F)F)=O.[CH2:8]([NH:15][C:16](=[O:23])[C@H:17]([OH:22])[CH:18]([NH2:21])[CH2:19][CH3:20])[C:9]1[CH:14]=[CH:13][CH:12]=[CH:11][CH:10]=1.[F:24][CH:25]([F:42])[O:26][C:27]1[CH:32]=[CH:31][CH:30]=[CH:29][C:28]=1[CH2:33][S:34]([CH2:37][CH2:38][C:39](O)=[O:40])(=[O:36])=[O:35].C1C=CC2N(O)N=NC=2C=1.C(Cl)CCl.CN1CCOCC1. The catalyst is ClCCl. The product is [CH2:8]([NH:15][C:16](=[O:23])[C@H:17]([OH:22])[CH:18]([NH:21][C:39](=[O:40])[CH2:38][CH2:37][S:34]([CH2:33][C:28]1[CH:29]=[CH:30][CH:31]=[CH:32][C:27]=1[O:26][CH:25]([F:24])[F:42])(=[O:35])=[O:36])[CH2:19][CH3:20])[C:9]1[CH:14]=[CH:13][CH:12]=[CH:11][CH:10]=1. The yield is 1.00.